This data is from Reaction yield outcomes from USPTO patents with 853,638 reactions. The task is: Predict the reaction yield, written as a fraction of the theoretical maximum amount of product (1.0 means a 100% yield; for example, 0.34 means a 34% yield). (1) The product is [F:1][C:2]([F:14])([O:6][C:7]1[CH:8]=[C:9]([CH2:13][Br:15])[CH:10]=[CH:11][CH:12]=1)[CH:3]([F:4])[F:5]. The reactants are [F:1][C:2]([F:14])([O:6][C:7]1[CH:8]=[C:9]([CH3:13])[CH:10]=[CH:11][CH:12]=1)[CH:3]([F:5])[F:4].[Br:15]N1C(=O)CCC1=O. The catalyst is C(Cl)(Cl)(Cl)Cl.N(C(C)(C)C#N)=NC(C)(C)C#N. The yield is 0.960. (2) The reactants are [C:1]([Si:5]([O:8][CH2:9][C:10]1[CH:15]=[CH:14][C:13](I)=[CH:12][C:11]=1[Cl:17])([CH3:7])[CH3:6])([CH3:4])([CH3:3])[CH3:2].[Br:18][C:19]1[CH:24]=[CH:23][C:22](B(O)O)=[CH:21][CH:20]=1. No catalyst specified. The product is [Br:18][C:19]1[CH:24]=[CH:23][C:22]([C:13]2[CH:14]=[CH:15][C:10]([CH2:9][O:8][Si:5]([C:1]([CH3:4])([CH3:3])[CH3:2])([CH3:7])[CH3:6])=[C:11]([Cl:17])[CH:12]=2)=[CH:21][CH:20]=1. The yield is 0.960.